From a dataset of Forward reaction prediction with 1.9M reactions from USPTO patents (1976-2016). Predict the product of the given reaction. (1) Given the reactants [Cl:1][C:2]1[C:3](=[O:32])[NH:4][CH:5]=[C:6]([C:17]([N:19]2[CH2:24][CH2:23][CH:22]([C:25]3[CH:30]=[CH:29][C:28]([F:31])=[CH:27][CH:26]=3)[CH2:21][CH2:20]2)=[O:18])[C:7]=1[NH:8][C:9]1[CH:14]=[C:13]([Cl:15])[CH:12]=[CH:11][C:10]=1[CH3:16].Br[CH2:34][C:35]#[N:36], predict the reaction product. The product is: [Cl:1][C:2]1[C:3](=[O:32])[N:4]([CH2:34][C:35]#[N:36])[CH:5]=[C:6]([C:17]([N:19]2[CH2:24][CH2:23][CH:22]([C:25]3[CH:26]=[CH:27][C:28]([F:31])=[CH:29][CH:30]=3)[CH2:21][CH2:20]2)=[O:18])[C:7]=1[NH:8][C:9]1[CH:14]=[C:13]([Cl:15])[CH:12]=[CH:11][C:10]=1[CH3:16]. (2) Given the reactants I[C:2]1[C:10]2[C:5](=[CH:6][CH:7]=[C:8]([C:11]3[N:15]=[C:14]([NH:16][CH3:17])[O:13][N:12]=3)[CH:9]=2)[N:4]([S:18]([C:21]2[CH:27]=[CH:26][C:24]([CH3:25])=[CH:23][CH:22]=2)(=[O:20])=[O:19])[CH:3]=1.[CH:28]([O:31][C:32]1[CH:37]=[N:36][CH:35]=[C:34]([Sn](C)(C)C)[N:33]=1)([CH3:30])[CH3:29], predict the reaction product. The product is: [CH:28]([O:31][C:32]1[N:33]=[C:34]([C:2]2[C:10]3[C:5](=[CH:6][CH:7]=[C:8]([C:11]4[N:15]=[C:14]([NH:16][CH3:17])[O:13][N:12]=4)[CH:9]=3)[N:4]([S:18]([C:21]3[CH:22]=[CH:23][C:24]([CH3:25])=[CH:26][CH:27]=3)(=[O:19])=[O:20])[CH:3]=2)[CH:35]=[N:36][CH:37]=1)([CH3:30])[CH3:29]. (3) Given the reactants [NH2:1][C:2]1[CH:3]=[C:4]([C:8]2[C:16]([C:17]3[CH:22]=[CH:21][N:20]=[C:19]([NH:23][C:24]4[CH:29]=[CH:28][CH:27]=[C:26]([O:30][CH2:31][CH2:32][CH2:33][N:34]([CH3:36])[CH3:35])[CH:25]=4)[N:18]=3)=[C:11]3[CH:12]=[CH:13][CH:14]=[CH:15][N:10]3[N:9]=2)[CH:5]=[CH:6][CH:7]=1.[S:37]1[CH:41]=[CH:40][CH:39]=[C:38]1[CH2:42][C:43](Cl)=[O:44], predict the reaction product. The product is: [CH3:36][N:34]([CH3:35])[CH2:33][CH2:32][CH2:31][O:30][C:26]1[CH:25]=[C:24]([NH:23][C:19]2[N:18]=[C:17]([C:16]3[C:8]([C:4]4[CH:3]=[C:2]([NH:1][C:43](=[O:44])[CH2:42][C:38]5[S:37][CH:41]=[CH:40][CH:39]=5)[CH:7]=[CH:6][CH:5]=4)=[N:9][N:10]4[CH:15]=[CH:14][CH:13]=[CH:12][C:11]=34)[CH:22]=[CH:21][N:20]=2)[CH:29]=[CH:28][CH:27]=1. (4) Given the reactants [NH2:1][C:2]1[C:10]2[C:9]([CH3:11])=[C:8]([CH3:12])[N:7]=[N:6][C:5]=2[S:4][C:3]=1[C:13]([OH:15])=O.C(N(CC)C(C)C)(C)C.CN(C(ON1N=NC2C=CC=NC1=2)=[N+](C)C)C.F[P-](F)(F)(F)(F)F.Cl.[F:50][S:51]([F:63])([F:62])([F:61])([F:60])[C:52]1[CH:57]=[CH:56][C:55]([CH2:58][NH2:59])=[CH:54][CH:53]=1, predict the reaction product. The product is: [NH2:1][C:2]1[C:10]2[C:9]([CH3:11])=[C:8]([CH3:12])[N:7]=[N:6][C:5]=2[S:4][C:3]=1[C:13]([NH:59][CH2:58][C:55]1[CH:56]=[CH:57][C:52]([S:51]([F:63])([F:50])([F:60])([F:61])[F:62])=[CH:53][CH:54]=1)=[O:15]. (5) Given the reactants [F:1][C:2]1[CH:11]=[C:10]2[C:5]([CH:6]=[CH:7][C:8]([CH3:12])=[N:9]2)=[C:4]([N:13]2[CH2:18][CH2:17][N:16]([CH2:19][CH2:20][C:21]3[CH:26]=[CH:25][CH:24]=[C:23]([N+:27]([O-])=O)[CH:22]=3)[CH2:15][CH2:14]2)[CH:3]=1.[Cl-].[NH4+], predict the reaction product. The product is: [F:1][C:2]1[CH:11]=[C:10]2[C:5]([CH:6]=[CH:7][C:8]([CH3:12])=[N:9]2)=[C:4]([N:13]2[CH2:14][CH2:15][N:16]([CH2:19][CH2:20][C:21]3[CH:22]=[C:23]([CH:24]=[CH:25][CH:26]=3)[NH2:27])[CH2:17][CH2:18]2)[CH:3]=1. (6) Given the reactants Cl.[F:2][C:3]([F:21])([F:20])[O:4][C:5]1[CH:10]=[CH:9][C:8]([N:11]2[CH2:18][CH:17]3[CH:13]([CH2:14][NH:15][CH2:16]3)[C:12]2=[O:19])=[CH:7][CH:6]=1.[N:22]([C:25]1[CH:30]=[CH:29][C:28]([O:31][C:32]([F:35])([F:34])[F:33])=[CH:27][CH:26]=1)=[C:23]=[O:24].CCN(CC)CC, predict the reaction product. The product is: [F:33][C:32]([F:34])([F:35])[O:31][C:28]1[CH:27]=[CH:26][C:25]([NH:22][C:23]([N:15]2[CH2:14][CH:13]3[CH:17]([CH2:18][N:11]([C:8]4[CH:9]=[CH:10][C:5]([O:4][C:3]([F:2])([F:20])[F:21])=[CH:6][CH:7]=4)[C:12]3=[O:19])[CH2:16]2)=[O:24])=[CH:30][CH:29]=1.